This data is from Catalyst prediction with 721,799 reactions and 888 catalyst types from USPTO. The task is: Predict which catalyst facilitates the given reaction. (1) Reactant: [C:1]([N:8]1[CH2:13][CH2:12][CH2:11][CH2:10][C:9]1=O)([O:3][C:4]([CH3:7])([CH3:6])[CH3:5])=[O:2].[C:15]([NH:22][NH2:23])([O:17][C:18]([CH3:21])([CH3:20])[CH3:19])=[O:16]. Product: [C:18]([O:17][C:15]([NH:22][N:23]=[C:11]1[CH2:12][CH2:13][N:8]([C:1]([O:3][C:4]([CH3:7])([CH3:6])[CH3:5])=[O:2])[CH2:9][CH2:10]1)=[O:16])([CH3:21])([CH3:20])[CH3:19]. The catalyst class is: 81. (2) Reactant: [CH2:1]([O:4][N:5]([C@H:18]1[CH2:23][N:22]([C:24]([O:26][C:27]([CH3:30])([CH3:29])[CH3:28])=[O:25])[C@H:21]([C:31]([OH:33])=O)[CH:20]=[C:19]1[CH3:34])[S:6]([C:9]1[CH:14]=[CH:13][CH:12]=[CH:11][C:10]=1[N+:15]([O-:17])=[O:16])(=[O:8])=[O:7])[CH:2]=[CH2:3].[Cl-].[NH4+].C[N:38](C(ON1N=NC2C=CC=NC1=2)=[N+](C)C)C.F[P-](F)(F)(F)(F)F.CCN(C(C)C)C(C)C. Product: [CH2:1]([O:4][N:5]([C@H:18]1[CH2:23][N:22]([C:24]([O:26][C:27]([CH3:29])([CH3:30])[CH3:28])=[O:25])[C@H:21]([C:31](=[O:33])[NH2:38])[CH:20]=[C:19]1[CH3:34])[S:6]([C:9]1[CH:14]=[CH:13][CH:12]=[CH:11][C:10]=1[N+:15]([O-:17])=[O:16])(=[O:8])=[O:7])[CH:2]=[CH2:3]. The catalyst class is: 39.